Dataset: Forward reaction prediction with 1.9M reactions from USPTO patents (1976-2016). Task: Predict the product of the given reaction. (1) Given the reactants [ClH:1].[CH2:2]([N:4]([CH2:20][CH3:21])[CH2:5][CH2:6][C:7]1[C:8]([CH3:19])=[C:9]2[C:13](=[C:14]([CH3:16])[CH:15]=1)[NH:12][C:11](=O)[C:10]2=O)[CH3:3].[NH2:22][N:23]1[C:27]([NH2:28])=[N:26][N:25]=[C:24]1[CH2:29][C:30]1[CH:35]=[CH:34][C:33]([OH:36])=[CH:32][CH:31]=1, predict the reaction product. The product is: [ClH:1].[CH2:2]([N:4]([CH2:20][CH3:21])[CH2:5][CH2:6][C:7]1[C:8]([CH3:19])=[C:9]2[C:13](=[C:14]([CH3:16])[CH:15]=1)[NH:12][C:11]1[C:10]2=[N:22][N:23]2[C:24]([CH2:29][C:30]3[CH:35]=[CH:34][C:33]([OH:36])=[CH:32][CH:31]=3)=[N:25][N:26]=[C:27]2[N:28]=1)[CH3:3]. (2) Given the reactants FC1C=C(C=CC=1)CO[C:7](=[O:26])[C:8]1[CH:13]=[CH:12][C:11]([O:14][CH2:15][C:16]2[CH:21]=[CH:20][CH:19]=[C:18]([F:22])[CH:17]=2)=[CH:10][C:9]=1[N+:23]([O-])=O.COC(=O)[C:33]1C=CC(OCC2C=CC=C(F)C=2)=C[C:34]=1[N+:48]([O-])=O.COC(=O)C1C=CC(F)=[CH:57][C:56]=1[N+:62]([O-])=O.FC1C=C(C=CC=1)C[OH:71].C(=O)([O-])[O-].[K+].[K+], predict the reaction product. The product is: [F:22][C:18]1[CH:17]=[C:16]([CH:21]=[CH:20][CH:19]=1)[CH2:15][O:14][C:11]1[CH:10]=[C:9]2[C:8]([C:7](=[O:26])[N:48]([CH2:57][C:56]([NH2:62])=[O:71])[C:34]([CH3:33])=[N:23]2)=[CH:13][CH:12]=1. (3) Given the reactants [CH3:1][C:2]1[N:3]([CH2:29][C:30]([O:32]CC)=[O:31])[C:4]2[CH2:5][CH2:6][C:7]([CH3:28])([CH3:27])[CH2:8][C:9]=2[C:10]=1[S:11][C:12]1[CH:17]=[CH:16][CH:15]=[CH:14][C:13]=1[S:18]([N:21]1[CH2:26][CH2:25][O:24][CH2:23][CH2:22]1)(=[O:20])=[O:19].[OH-].[Na+], predict the reaction product. The product is: [CH3:1][C:2]1[N:3]([CH2:29][C:30]([OH:32])=[O:31])[C:4]2[CH2:5][CH2:6][C:7]([CH3:28])([CH3:27])[CH2:8][C:9]=2[C:10]=1[S:11][C:12]1[CH:17]=[CH:16][CH:15]=[CH:14][C:13]=1[S:18]([N:21]1[CH2:26][CH2:25][O:24][CH2:23][CH2:22]1)(=[O:20])=[O:19]. (4) Given the reactants C(OC(N=NC(OCC)=O)=O)C.[CH3:13][O:14][C:15](=[O:23])[C:16]1[CH:21]=[CH:20][C:19]([OH:22])=[CH:18][CH:17]=1.C1(P(C2C=CC=CC=2)C2C=CC=CC=2)C=CC=CC=1.[CH2:43]([O:50][CH2:51][CH2:52][CH2:53][CH2:54]O)[C:44]1[CH:49]=[CH:48][CH:47]=[CH:46][CH:45]=1, predict the reaction product. The product is: [CH3:13][O:14][C:15](=[O:23])[C:16]1[CH:21]=[CH:20][C:19]([O:22][CH2:54][CH2:53][CH2:52][CH2:51][O:50][CH2:43][C:44]2[CH:49]=[CH:48][CH:47]=[CH:46][CH:45]=2)=[CH:18][CH:17]=1.